This data is from Peptide-MHC class I binding affinity with 185,985 pairs from IEDB/IMGT. The task is: Regression. Given a peptide amino acid sequence and an MHC pseudo amino acid sequence, predict their binding affinity value. This is MHC class I binding data. The peptide sequence is KKYNNDKSF. The MHC is HLA-A32:01 with pseudo-sequence HLA-A32:01. The binding affinity (normalized) is 0.136.